From a dataset of Catalyst prediction with 721,799 reactions and 888 catalyst types from USPTO. Predict which catalyst facilitates the given reaction. (1) Reactant: C(OC(=O)[NH:7][C@@H:8]([C:11]1[CH:16]=[CH:15][C:14]([Cl:17])=[C:13]([C:18](=[O:29])[C:19]2[CH:24]=[CH:23][C:22]([O:25][CH3:26])=[C:21]([C:27]#[N:28])[CH:20]=2)[C:12]=1[F:30])[CH2:9][CH3:10])(C)(C)C.Cl.O1CCOCC1. Product: [NH2:7][C@@H:8]([C:11]1[C:12]([F:30])=[C:13]([C:14]([Cl:17])=[CH:15][CH:16]=1)[C:18]([C:19]1[CH:24]=[CH:23][C:22]([O:25][CH3:26])=[C:21]([CH:20]=1)[C:27]#[N:28])=[O:29])[CH2:9][CH3:10]. The catalyst class is: 2. (2) The catalyst class is: 12. Reactant: [ClH:1].C(OC([N:9]1[CH2:14][CH2:13][N:12]([CH2:15][CH2:16][OH:17])[C:11](=[O:18])[CH2:10]1)=O)(C)(C)C. Product: [ClH:1].[OH:17][CH2:16][CH2:15][N:12]1[CH2:13][CH2:14][NH:9][CH2:10][C:11]1=[O:18]. (3) Reactant: [CH3:1][C:2]1[CH:19]=[C:18]([CH2:20][N:21]2[CH2:26][CH2:25][N:24]([CH3:27])[CH2:23][CH2:22]2)[CH:17]=[CH:16][C:3]=1[O:4][CH:5]1[CH2:8][N:7](C(OC(C)(C)C)=O)[CH2:6]1.C(O)(C(F)(F)F)=O. Product: [NH:7]1[CH2:6][CH:5]([O:4][C:3]2[CH:16]=[CH:17][C:18]([CH2:20][N:21]3[CH2:22][CH2:23][N:24]([CH3:27])[CH2:25][CH2:26]3)=[CH:19][C:2]=2[CH3:1])[CH2:8]1. The catalyst class is: 2. (4) Reactant: [CH3:1][O:2][C:3]([CH:5]1[CH2:10][N:9](C(OCC2C3C=CC=CC=3C3C2=CC=CC=3)=O)[CH2:8][CH2:7][N:6]1[C:28]([O:30][C:31]([CH3:34])([CH3:33])[CH3:32])=[O:29])=[O:4].C(NCC)C. Product: [CH3:1][O:2][C:3]([CH:5]1[CH2:10][NH:9][CH2:8][CH2:7][N:6]1[C:28]([O:30][C:31]([CH3:34])([CH3:33])[CH3:32])=[O:29])=[O:4]. The catalyst class is: 3. (5) Reactant: [F:1][C:2]1[CH:7]=[C:6]([C:8]2[CH:9]=[N:10][N:11]([CH3:13])[CH:12]=2)[CH:5]=[CH:4][C:3]=1[C:14]1[CH:15]=[N:16][CH:17]=[C:18]2[C:23]=1[N:22]=[C:21]([C:24]#[N:25])[CH:20]=[CH:19]2.[OH:26]S(O)(=O)=O.C([O-])(O)=O.[Na+]. Product: [F:1][C:2]1[CH:7]=[C:6]([C:8]2[CH:9]=[N:10][N:11]([CH3:13])[CH:12]=2)[CH:5]=[CH:4][C:3]=1[C:14]1[CH:15]=[N:16][CH:17]=[C:18]2[C:23]=1[N:22]=[C:21]([C:24]([NH2:25])=[O:26])[CH:20]=[CH:19]2. The catalyst class is: 6. (6) Reactant: [C:1]([NH:9][C:10](N)=[S:11])(=[O:8])[C:2]1[CH:7]=[CH:6][CH:5]=[CH:4][CH:3]=1.[S-]C#N.[NH4+].C(Cl)(=O)C1C=CC=CC=1. Product: [C:1]([N:9]=[C:10]=[S:11])(=[O:8])[C:2]1[CH:7]=[CH:6][CH:5]=[CH:4][CH:3]=1. The catalyst class is: 4.